This data is from Full USPTO retrosynthesis dataset with 1.9M reactions from patents (1976-2016). The task is: Predict the reactants needed to synthesize the given product. Given the product [F:1][C:2]1[CH:3]=[CH:4][C:5]([O:6][C:7]2[CH:8]=[CH:9][C:10]([S:13]([N:16]([C:22]([C:28](=[O:31])[NH:29][OH:30])([CH3:27])[CH3:23])[CH2:17][CH2:18][C:19]([OH:21])=[O:20])(=[O:15])=[O:14])=[CH:11][CH:12]=2)=[CH:32][CH:33]=1, predict the reactants needed to synthesize it. The reactants are: [F:1][C:2]1[CH:33]=[CH:32][C:5]([O:6][C:7]2[CH:12]=[CH:11][C:10]([S:13]([N:16]([C:22]3([C:28](=[O:31])[NH:29][OH:30])[CH2:27]COC[CH2:23]3)[CH2:17][CH2:18][C:19]([OH:21])=[O:20])(=[O:15])=[O:14])=[CH:9][CH:8]=2)=[CH:4][CH:3]=1.ONC(C1(NS(C2C=CC(OC3C=CC(F)=CC=3)=CC=2)(=O)=O)CCOC1)=O.